This data is from Forward reaction prediction with 1.9M reactions from USPTO patents (1976-2016). The task is: Predict the product of the given reaction. (1) Given the reactants [C:1]12([C:11]3[CH:27]=[CH:26][C:14]([O:15][CH2:16][C:17]([N:19]4[CH2:24][CH2:23][N:22]([CH3:25])[CH2:21][CH2:20]4)=[O:18])=[CH:13][CH:12]=3)[CH2:10][CH:5]3[CH2:6][CH:7]([CH2:9][CH:3]([CH2:4]3)[CH2:2]1)[CH2:8]2.[C:28]([OH:35])(=[O:34])/[CH:29]=[CH:30]/[C:31]([OH:33])=[O:32], predict the reaction product. The product is: [C:31](/[CH:30]=[CH:29]/[C:28]([O-:35])=[O:34])([OH:33])=[O:32].[C:1]12([C:11]3[CH:27]=[CH:26][C:14]([O:15][CH2:16][C:17]([N:19]4[CH2:24][CH2:23][NH+:22]([CH3:25])[CH2:21][CH2:20]4)=[O:18])=[CH:13][CH:12]=3)[CH2:10][CH:5]3[CH2:6][CH:7]([CH2:9][CH:3]([CH2:4]3)[CH2:2]1)[CH2:8]2. (2) Given the reactants Br[C:2]1[CH:7]=[CH:6][C:5]([CH2:8][CH3:9])=[CH:4][CH:3]=1.[F:10][C:11]([F:22])([F:21])[C:12]1[CH:13]=[CH:14][C:15]([CH2:18][CH2:19][NH2:20])=[N:16][CH:17]=1, predict the reaction product. The product is: [CH2:8]([C:5]1[CH:6]=[CH:7][C:2]([NH:20][CH2:19][CH2:18][C:15]2[CH:14]=[CH:13][C:12]([C:11]([F:22])([F:10])[F:21])=[CH:17][N:16]=2)=[CH:3][CH:4]=1)[CH3:9]. (3) Given the reactants [Cl:1][C:2]1[CH:3]=[CH:4][C:5]([O:16][CH2:17][C:18]2[CH:23]=[CH:22][CH:21]=[CH:20][CH:19]=2)=[C:6]([CH2:8][N:9]2[C:13]([CH3:14])=[CH:12][C:11]([NH2:15])=[N:10]2)[CH:7]=1.[C:24]1(=O)[O:29][C:27](=[O:28])[C:26]2=[CH:30][CH:31]=[CH:32][CH:33]=[C:25]12, predict the reaction product. The product is: [Cl:1][C:2]1[CH:3]=[CH:4][C:5]([O:16][CH2:17][C:18]2[CH:19]=[CH:20][CH:21]=[CH:22][CH:23]=2)=[C:6]([CH2:8][N:9]2[C:13]([CH3:14])=[CH:12][C:11]([N:15]3[C:27](=[O:28])[C:26]4[C:25](=[CH:33][CH:32]=[CH:31][CH:30]=4)[C:24]3=[O:29])=[N:10]2)[CH:7]=1.